This data is from Catalyst prediction with 721,799 reactions and 888 catalyst types from USPTO. The task is: Predict which catalyst facilitates the given reaction. (1) Reactant: [O:1]=[S:2]1(=[O:29])[CH2:7][CH2:6][N:5]([C:8]([C:10]2[N:11]([CH:26]([CH3:28])[CH3:27])[C:12]3[C:17]([CH:18]=2)=[CH:16][C:15]([O:19][CH:20]2[CH2:25][CH2:24][NH:23][CH2:22][CH2:21]2)=[CH:14][CH:13]=3)=[O:9])[CH2:4][CH2:3]1.C(O)(=O)C.[CH2:34]1[CH2:37][CH2:36][CH2:35]1.C(O[BH-](OC(=O)C)OC(=O)C)(=O)C.[Na+]. Product: [CH:34]1([N:23]2[CH2:24][CH2:25][CH:20]([O:19][C:15]3[CH:16]=[C:17]4[C:12](=[CH:13][CH:14]=3)[N:11]([CH:26]([CH3:27])[CH3:28])[C:10]([C:8]([N:5]3[CH2:6][CH2:7][S:2](=[O:1])(=[O:29])[CH2:3][CH2:4]3)=[O:9])=[CH:18]4)[CH2:21][CH2:22]2)[CH2:37][CH2:36][CH2:35]1. The catalyst class is: 7. (2) Reactant: [OH:1][B:2]1[C:6]2[CH:7]=[C:8]([O:12][C:13]3[S:14][C:15]([C:18](=[NH:21])[NH:19][OH:20])=[N:16][N:17]=3)[CH:9]=[C:10]([CH3:11])[C:5]=2[CH:4]([CH2:22][C:23]([O:25]CC)=[O:24])[O:3]1.[Li+].[OH-]. Product: [OH:1][B:2]1[C:6]2[CH:7]=[C:8]([O:12][C:13]3[S:14][C:15]([C:18](=[NH:21])[NH:19][OH:20])=[N:16][N:17]=3)[CH:9]=[C:10]([CH3:11])[C:5]=2[CH:4]([CH2:22][C:23]([OH:25])=[O:24])[O:3]1. The catalyst class is: 36. (3) Reactant: [F:1][C:2]([F:15])([F:14])[S:3]([O:6]S(C(F)(F)F)(=O)=O)(=[O:5])=[O:4].O[CH2:17][CH:18]1[CH2:22][O:21][C:20](=[O:23])[CH2:19]1.N1C(C)=CC=CC=1C. Product: [F:1][C:2]([F:15])([F:14])[S:3]([O:6][CH2:17][CH:18]1[CH2:19][C:20](=[O:23])[O:21][CH2:22]1)(=[O:5])=[O:4]. The catalyst class is: 2. (4) Reactant: [NH:1]1[CH2:4][CH:3]([O:5][C:6]2[CH:11]=[CH:10][C:9]([N:12]3[CH2:17][CH2:16][C:15]4[N:18]=[C:19]([C:21]5[CH:26]=[CH:25][C:24]([Cl:27])=[CH:23][CH:22]=5)[S:20][C:14]=4[C:13]3=[O:28])=[CH:8][C:7]=2[O:29][CH3:30])[CH2:2]1.[F:31][C:32]([F:38])([F:37])[CH2:33][C:34](Cl)=[O:35]. Product: [Cl:27][C:24]1[CH:23]=[CH:22][C:21]([C:19]2[S:20][C:14]3[C:13](=[O:28])[N:12]([C:9]4[CH:10]=[CH:11][C:6]([O:5][CH:3]5[CH2:4][N:1]([C:34](=[O:35])[CH2:33][C:32]([F:38])([F:37])[F:31])[CH2:2]5)=[C:7]([O:29][CH3:30])[CH:8]=4)[CH2:17][CH2:16][C:15]=3[N:18]=2)=[CH:26][CH:25]=1. The catalyst class is: 17. (5) Reactant: [C:1]([O:5][C:6]([N:8]1[CH2:12][CH:11]([O:13][Si](C(C)(C)C)(C)C)[CH2:10][CH:9]1[CH2:21][CH2:22][NH:23][C:24]([O:26][CH2:27][C:28]1[CH:33]=[CH:32][CH:31]=[CH:30][CH:29]=1)=[O:25])=[O:7])([CH3:4])([CH3:3])[CH3:2].CCCC[N+](CCCC)(CCCC)CCCC.[F-]. Product: [C:1]([O:5][C:6]([N:8]1[CH2:12][CH:11]([OH:13])[CH2:10][CH:9]1[CH2:21][CH2:22][NH:23][C:24]([O:26][CH2:27][C:28]1[CH:29]=[CH:30][CH:31]=[CH:32][CH:33]=1)=[O:25])=[O:7])([CH3:4])([CH3:2])[CH3:3]. The catalyst class is: 49. (6) Reactant: [F:1][C:2]1[CH:7]=[CH:6][C:5]([CH3:8])=[CH:4][C:3]=1[C:9]1[O:13][N:12]=[C:11]([C:14](=[O:16])[CH3:15])[CH:10]=1.[BH4-].[Na+]. Product: [F:1][C:2]1[CH:7]=[CH:6][C:5]([CH3:8])=[CH:4][C:3]=1[C:9]1[O:13][N:12]=[C:11]([CH:14]([OH:16])[CH3:15])[CH:10]=1. The catalyst class is: 5. (7) Reactant: COC1C=C(OC)C=CC=1C[N:6]([C:30]1[CH:35]=[CH:34][N:33]=[CH:32][N:31]=1)[S:7]([C:10]1[CH:15]=[CH:14][C:13]([O:16][C@H:17]2[CH2:21][CH2:20][CH2:19][C@@H:18]2[C:22]2[N:26]([CH2:27][CH3:28])[N:25]=[CH:24][CH:23]=2)=[CH:12][C:11]=1[F:29])(=[O:9])=[O:8].C([SiH](CC)CC)C.FC(F)(F)C(O)=O. Product: [CH2:27]([N:26]1[C:22]([C@H:18]2[CH2:19][CH2:20][CH2:21][C@@H:17]2[O:16][C:13]2[CH:14]=[CH:15][C:10]([S:7]([NH:6][C:30]3[CH:35]=[CH:34][N:33]=[CH:32][N:31]=3)(=[O:9])=[O:8])=[C:11]([F:29])[CH:12]=2)=[CH:23][CH:24]=[N:25]1)[CH3:28]. The catalyst class is: 4. (8) Reactant: Cl[C:2]([O:4][C:5]1[CH:10]=[CH:9][C:8]([Cl:11])=[CH:7][CH:6]=1)=[O:3].C(N(CC)CC)C.[NH2:19][N:20]1[CH2:25][CH2:24][CH2:23][CH2:22][CH2:21]1. Product: [Cl:11][C:8]1[CH:9]=[CH:10][C:5]([O:4][C:2](=[O:3])[NH:19][N:20]2[CH2:25][CH2:24][CH2:23][CH2:22][CH2:21]2)=[CH:6][CH:7]=1. The catalyst class is: 4.